Dataset: Reaction yield outcomes from USPTO patents with 853,638 reactions. Task: Predict the reaction yield, written as a fraction of the theoretical maximum amount of product (1.0 means a 100% yield; for example, 0.34 means a 34% yield). (1) The reactants are [CH3:1][C:2]1[C:7]([C:8]([OH:13])([CH2:11][CH3:12])[CH2:9][CH3:10])=[CH:6][CH:5]=[CH:4][N:3]=1.[OH-].[Na+].[CH3:16]I. The catalyst is CN(C=O)C. The product is [CH2:9]([C:8]([C:7]1[C:2]([CH3:1])=[N:3][CH:4]=[CH:5][CH:6]=1)([O:13][CH3:16])[CH2:11][CH3:12])[CH3:10]. The yield is 0.370. (2) The reactants are [CH:1]([C:3]1[CH:4]=[C:5]2[C:11]3([CH2:15][CH2:14][N:13]([C:16]([O:18][C:19]([CH3:22])([CH3:21])[CH3:20])=[O:17])[CH2:12]3)[CH2:10][N:9]([C:23]([O:25][CH2:26][CH2:27][Si:28]([CH3:31])([CH3:30])[CH3:29])=[O:24])[C:6]2=[CH:7][CH:8]=1)=[O:2].[BH4-].[Na+].O. The catalyst is C(O)C. The product is [OH:2][CH2:1][C:3]1[CH:4]=[C:5]2[C:11]3([CH2:15][CH2:14][N:13]([C:16]([O:18][C:19]([CH3:20])([CH3:21])[CH3:22])=[O:17])[CH2:12]3)[CH2:10][N:9]([C:23]([O:25][CH2:26][CH2:27][Si:28]([CH3:31])([CH3:30])[CH3:29])=[O:24])[C:6]2=[CH:7][CH:8]=1. The yield is 0.850. (3) The reactants are [Cl:1][C:2]1[C:3]([CH3:29])=[C:4]([NH:10][C@H:11]([C@@H:26]([OH:28])[CH3:27])[C:12]([NH:14][NH:15][C:16](=O)[C:17]2[CH:22]=[CH:21][C:20]([O:23][CH3:24])=[CH:19][CH:18]=2)=[O:13])[CH:5]=[CH:6][C:7]=1[C:8]#[N:9].CCN(P1(N(C)CCCN1C)=NC(C)(C)C)CC. The catalyst is C1COCC1. The product is [Cl:1][C:2]1[C:3]([CH3:29])=[C:4]([NH:10][C@@H:11]([C:12]2[O:13][C:16]([C:17]3[CH:18]=[CH:19][C:20]([O:23][CH3:24])=[CH:21][CH:22]=3)=[N:15][N:14]=2)[C@@H:26]([OH:28])[CH3:27])[CH:5]=[CH:6][C:7]=1[C:8]#[N:9]. The yield is 0.410. (4) The reactants are [CH2:1]([OH:4])[CH2:2][OH:3].[H-].[Na+].Br[CH2:8][C:9]1[CH:16]=[CH:15][C:12]([C:13]#[N:14])=[CH:11][CH:10]=1.O. The catalyst is C1COCC1.[N+](CCCC)(CCCC)(CCCC)CCCC.[I-].CCOC(C)=O. The product is [OH:3][CH2:2][CH2:1][O:4][CH2:8][C:9]1[CH:16]=[CH:15][C:12]([C:13]#[N:14])=[CH:11][CH:10]=1. The yield is 0.360. (5) The reactants are Cl.[CH2:2]([O:9][C:10]1[CH:19]=[C:18]2[C:13]([C:14]([Cl:20])=[N:15][CH:16]=[N:17]2)=[CH:12][C:11]=1[O:21][CH3:22])[C:3]1[CH:8]=[CH:7][CH:6]=[CH:5][CH:4]=1.[Br:23][C:24]1[CH:30]=[CH:29][C:27]([NH2:28])=[C:26]([F:31])[CH:25]=1. The catalyst is CC(O)C. The product is [ClH:20].[CH2:2]([O:9][C:10]1[CH:19]=[C:18]2[C:13]([C:14]([NH:28][C:27]3[CH:29]=[CH:30][C:24]([Br:23])=[CH:25][C:26]=3[F:31])=[N:15][CH:16]=[N:17]2)=[CH:12][C:11]=1[O:21][CH3:22])[C:3]1[CH:8]=[CH:7][CH:6]=[CH:5][CH:4]=1. The yield is 0.780. (6) The reactants are [CH2:1]([C:3]1[N:7]2[N:8]=[C:9]3[C:17](=[N:18][C:6]2=[N:5][N:4]=1)[C:16]1[C:11](=[CH:12][CH:13]=[CH:14][CH:15]=1)[C:10]3=O)[CH3:2].[NH2:20][C:21]1[CH:26]=[CH:25][CH:24]=[CH:23][CH:22]=1. The catalyst is C1(C)C=CC=CC=1. The product is [CH2:1]([C:3]1[N:7]2[N:8]=[C:9]3[C:17](=[N:18][C:6]2=[N:5][N:4]=1)[C:16]1[C:11](=[CH:12][CH:13]=[CH:14][CH:15]=1)[C:10]3=[N:20][C:21]1[CH:26]=[CH:25][CH:24]=[CH:23][CH:22]=1)[CH3:2]. The yield is 0.900. (7) The reactants are [Cl:1][C:2]1[N:10]([CH2:11][CH:12]=[CH2:13])[C:9]2[C:8](=[O:14])[NH:7][C:6](=[O:15])[N:5]([CH2:16][CH2:17][CH2:18][C:19]([F:22])([F:21])[F:20])[C:4]=2[N:3]=1.C(=O)([O-])[O-].[Cs+].[Cs+].Br[CH2:30][CH2:31][CH2:32][OH:33]. The catalyst is CN(C=O)C. The product is [Cl:1][C:2]1[N:10]([CH2:11][CH:12]=[CH2:13])[C:9]2[C:8](=[O:14])[N:7]([CH2:30][CH2:31][CH2:32][OH:33])[C:6](=[O:15])[N:5]([CH2:16][CH2:17][CH2:18][C:19]([F:22])([F:20])[F:21])[C:4]=2[N:3]=1. The yield is 0.750.